Dataset: Catalyst prediction with 721,799 reactions and 888 catalyst types from USPTO. Task: Predict which catalyst facilitates the given reaction. (1) Reactant: C1CN([P+](ON2N=NC3C=CC=CC2=3)(N2CCCC2)N2CCCC2)CC1.F[P-](F)(F)(F)(F)F.[C:34]([O:38][C:39]([NH:41][C:42]1[S:46][C:45]([C:47]2[C:52]([F:53])=[CH:51][CH:50]=[CH:49][C:48]=2[F:54])=[N:44][C:43]=1[C:55]([OH:57])=O)=[O:40])([CH3:37])([CH3:36])[CH3:35].[NH2:58][C:59]1[CH:60]=[N:61][N:62]([CH2:78][C:79]2[CH:84]=[CH:83][C:82]([O:85][CH3:86])=[CH:81][CH:80]=2)[C:63]=1[N:64]1[CH2:69][CH2:68][N:67]([C:70]([O:72][C:73]([CH3:76])([CH3:75])[CH3:74])=[O:71])[CH2:66][C@@H:65]1[CH3:77].CCN(C(C)C)C(C)C. Product: [C:34]([O:38][C:39]([NH:41][C:42]1[S:46][C:45]([C:47]2[C:48]([F:54])=[CH:49][CH:50]=[CH:51][C:52]=2[F:53])=[N:44][C:43]=1[C:55]([NH:58][C:59]1[CH:60]=[N:61][N:62]([CH2:78][C:79]2[CH:84]=[CH:83][C:82]([O:85][CH3:86])=[CH:81][CH:80]=2)[C:63]=1[N:64]1[CH2:69][CH2:68][N:67]([C:70]([O:72][C:73]([CH3:75])([CH3:76])[CH3:74])=[O:71])[CH2:66][C@@H:65]1[CH3:77])=[O:57])=[O:40])([CH3:36])([CH3:37])[CH3:35]. The catalyst class is: 2. (2) Reactant: C([O:3][C:4]([C:6]1([C:9]2[CH:14]=[CH:13][C:12]([C:15]3[CH:20]=[CH:19][C:18]([C:21]4[O:25][N:24]=[C:23]([CH3:26])[C:22]=4[NH2:27])=[CH:17][CH:16]=3)=[CH:11][CH:10]=2)[CH2:8][CH2:7]1)=[O:5])C.[C:28]1([CH:34]([CH3:38])[CH2:35][CH:36]=O)[CH:33]=[CH:32][CH:31]=[CH:30][CH:29]=1.C(O[BH-](OC(=O)C)OC(=O)C)(=O)C.[Na+].O.[OH-].[Li+]. Product: [CH3:26][C:23]1[C:22]([NH:27][CH2:36][CH2:35][CH:34]([C:28]2[CH:33]=[CH:32][CH:31]=[CH:30][CH:29]=2)[CH3:38])=[C:21]([C:18]2[CH:17]=[CH:16][C:15]([C:12]3[CH:13]=[CH:14][C:9]([C:6]4([C:4]([OH:5])=[O:3])[CH2:7][CH2:8]4)=[CH:10][CH:11]=3)=[CH:20][CH:19]=2)[O:25][N:24]=1. The catalyst class is: 34. (3) Reactant: [N:1]([CH2:4][C:5]1[CH:6]=[CH:7][C:8]2[O:12][C:11]([CH2:13][C:14]3[CH:19]=[CH:18][CH:17]=[CH:16][CH:15]=3)=[N:10][C:9]=2[CH:20]=1)=[N+]=[N-]. Product: [CH2:13]([C:11]1[O:12][C:8]2[CH:7]=[CH:6][C:5]([CH2:4][NH2:1])=[CH:20][C:9]=2[N:10]=1)[C:14]1[CH:15]=[CH:16][CH:17]=[CH:18][CH:19]=1. The catalyst class is: 19. (4) Reactant: F[C:2]1[CH:3]=[N:4][CH:5]=[C:6]([F:10])[C:7]=1[CH:8]=O.[CH3:11][O:12][C:13](=[O:16])[CH2:14][SH:15].C(=O)([O-])[O-].[Cs+].[Cs+]. Product: [F:10][C:6]1[CH:5]=[N:4][CH:3]=[C:2]2[S:15][C:14]([C:13]([O:12][CH3:11])=[O:16])=[CH:8][C:7]=12. The catalyst class is: 1. (5) Reactant: [C:1]([C:5]1[CH:6]=[C:7]2[C:12](=[C:13]([F:15])[CH:14]=1)[C:11](=[O:16])[N:10]([C:17]1[CH:22]=[CH:21][CH:20]=[C:19]([C:23]3[CH:28]=[C:27]([NH:29][C:30]4[CH:35]=[CH:34][C:33]([CH:36]5[CH2:41][CH2:40][NH:39][CH2:38][CH2:37]5)=[CH:32][N:31]=4)[C:26](=[O:42])[N:25]([CH3:43])[N:24]=3)[C:18]=1[CH2:44][OH:45])[N:9]=[CH:8]2)([CH3:4])([CH3:3])[CH3:2].CCN(C(C)C)C(C)C.[CH3:55][S:56](Cl)(=[O:58])=[O:57]. Product: [C:1]([C:5]1[CH:6]=[C:7]2[C:12](=[C:13]([F:15])[CH:14]=1)[C:11](=[O:16])[N:10]([C:17]1[CH:22]=[CH:21][CH:20]=[C:19]([C:23]3[CH:28]=[C:27]([NH:29][C:30]4[CH:35]=[CH:34][C:33]([CH:36]5[CH2:41][CH2:40][N:39]([S:56]([CH3:55])(=[O:58])=[O:57])[CH2:38][CH2:37]5)=[CH:32][N:31]=4)[C:26](=[O:42])[N:25]([CH3:43])[N:24]=3)[C:18]=1[CH2:44][OH:45])[N:9]=[CH:8]2)([CH3:4])([CH3:2])[CH3:3]. The catalyst class is: 2. (6) Reactant: [Cl:1][C:2]1[CH:7]=[C:6]([F:8])[C:5]([N:9]2[C:14](=[O:15])[CH:13]=[C:12]([C:16]([F:19])([F:18])[F:17])[NH:11][C:10]2=[O:20])=[C:4]([N+:21]([O-:23])=[O:22])[C:3]=1[CH3:24].[C:25](=O)([O-])[O-].[K+].[K+].COS(OC)(=O)=O.O. Product: [Cl:1][C:2]1[CH:7]=[C:6]([F:8])[C:5]([N:9]2[C:14](=[O:15])[CH:13]=[C:12]([C:16]([F:18])([F:19])[F:17])[N:11]([CH3:25])[C:10]2=[O:20])=[C:4]([N+:21]([O-:23])=[O:22])[C:3]=1[CH3:24]. The catalyst class is: 9. (7) Reactant: [CH3:1][O:2][C:3]1[CH:4]=[C:5]2[C:10](=[CH:11][C:12]=1[O:13][CH3:14])[N:9]=[CH:8][CH:7]=[C:6]2[O:15][C:16]1[CH:22]=[CH:21][C:19]([NH2:20])=[C:18]([CH3:23])[C:17]=1[CH3:24].C1(C)C=CC=CC=1.C(N(CC)CC)C.Cl[C:40](Cl)([O:42][C:43](=[O:49])OC(Cl)(Cl)Cl)Cl.[N:51]1[CH:56]=[CH:55][CH:54]=[CH:53][C:52]=1[S:57][CH2:58][CH2:59]CO. Product: [CH3:1][O:2][C:3]1[CH:4]=[C:5]2[C:10](=[CH:11][C:12]=1[O:13][CH3:14])[N:9]=[CH:8][CH:7]=[C:6]2[O:15][C:16]1[CH:22]=[CH:21][C:19]([NH:20][C:43](=[O:49])[O:42][CH2:40][CH2:59][CH2:58][S:57][C:52]2[CH:53]=[CH:54][CH:55]=[CH:56][N:51]=2)=[C:18]([CH3:23])[C:17]=1[CH3:24]. The catalyst class is: 2.